From a dataset of Catalyst prediction with 721,799 reactions and 888 catalyst types from USPTO. Predict which catalyst facilitates the given reaction. (1) Reactant: Br[C:2]1[CH:3]=[CH:4][C:5]2[NH:6][C:7]3[C:12]([C:13]=2[CH:14]=1)=[CH:11][CH:10]=[CH:9][CH:8]=3.C([O-])([O-])=O.[Na+].[Na+].[C:21]1([CH3:27])[CH:26]=[CH:25][CH:24]=[CH:23][CH:22]=1.[CH2:28](O)[CH3:29].O. Product: [C:21]1([C:27]2[C:28]3[C:29](=[CH:4][CH:3]=[CH:2][CH:14]=3)[C:13]([C:2]3[CH:3]=[CH:4][C:5]4[NH:6][C:7]5[C:12]([C:13]=4[CH:14]=3)=[CH:11][CH:10]=[CH:9][CH:8]=5)=[C:12]3[C:11]=2[CH:10]=[CH:9][CH:8]=[CH:7]3)[CH:26]=[CH:25][CH:24]=[CH:23][CH:22]=1. The catalyst class is: 73. (2) Reactant: [OH:1][C:2]1[C:10]([O:11][CH3:12])=[CH:9][C:5]([C:6]([OH:8])=[O:7])=[CH:4][C:3]=1[O:13][CH3:14].C(O)(C)C.C(=O)([O-])[O-].[K+].[K+].[C:25](Cl)(=[O:32])[C:26]1[CH:31]=[CH:30][CH:29]=[CH:28][CH:27]=1. Product: [C:25]([O:1][C:2]1[C:3]([O:13][CH3:14])=[CH:4][C:5]([C:6]([OH:8])=[O:7])=[CH:9][C:10]=1[O:11][CH3:12])(=[O:32])[C:26]1[CH:31]=[CH:30][CH:29]=[CH:28][CH:27]=1. The catalyst class is: 6.